Dataset: Full USPTO retrosynthesis dataset with 1.9M reactions from patents (1976-2016). Task: Predict the reactants needed to synthesize the given product. (1) Given the product [CH3:1][O:2][C:3]1[CH:4]=[C:5]2[C:10](=[CH:11][C:12]=1[O:13][CH3:14])[NH:9][C:8](=[O:15])[C:7]([N+:20]([O-:22])=[O:21])=[C:6]2[C:16]([F:19])([F:18])[F:17], predict the reactants needed to synthesize it. The reactants are: [CH3:1][O:2][C:3]1[CH:4]=[C:5]2[C:10](=[CH:11][C:12]=1[O:13][CH3:14])[NH:9][C:8](=[O:15])[CH:7]=[C:6]2[C:16]([F:19])([F:18])[F:17].[N+:20]([O-])([OH:22])=[O:21].S(=O)(=O)(O)O.ClCCl.CC(C)=O. (2) Given the product [CH2:1]([O:4][C:5]1[CH:6]=[C:7]2[C:12](=[CH:13][CH:14]=1)[C:11]1=[CH:15][C:16]([O:25][CH3:21])=[N:17][C:18](=[O:19])[N:10]1[CH2:9][CH2:8]2)[CH:2]=[CH2:3], predict the reactants needed to synthesize it. The reactants are: [CH2:1]([O:4][C:5]1[CH:6]=[C:7]2[C:12](=[CH:13][CH:14]=1)[C:11]1=[CH:15][C:16](Cl)=[N:17][C:18](=[O:19])[N:10]1[CH2:9][CH2:8]2)[CH:2]=[CH2:3].[C:21]([O:25][K])(C)(C)C. (3) Given the product [C:1]([O:5][C:6]([NH:7][CH2:8][CH:9]([O:11][S:21]([CH3:20])(=[O:23])=[O:22])[CH3:10])=[O:12])([CH3:2])([CH3:4])[CH3:3], predict the reactants needed to synthesize it. The reactants are: [C:1]([O:5][C:6](=[O:12])[NH:7][CH2:8][CH:9]([OH:11])[CH3:10])([CH3:4])([CH3:3])[CH3:2].C(N(CC)CC)C.[CH3:20][S:21](Cl)(=[O:23])=[O:22]. (4) Given the product [N:3]1([C:9]([CH:11]2[CH2:16][CH2:15][CH2:14][N:13]([CH:17]3[CH2:22][CH2:21][N:20]([C:29]([C:28]4[C:27]5[CH:32]=[CH:33][CH:34]=[CH:35][C:26]=5[S:25][C:24]=4[NH2:23])=[O:30])[CH2:19][CH2:18]3)[CH2:12]2)=[O:10])[CH2:8][CH2:7][O:6][CH2:5][CH2:4]1, predict the reactants needed to synthesize it. The reactants are: Cl.Cl.[N:3]1([C:9]([CH:11]2[CH2:16][CH2:15][CH2:14][N:13]([CH:17]3[CH2:22][CH2:21][NH:20][CH2:19][CH2:18]3)[CH2:12]2)=[O:10])[CH2:8][CH2:7][O:6][CH2:5][CH2:4]1.[NH2:23][C:24]1[S:25][C:26]2[CH:35]=[CH:34][CH:33]=[CH:32][C:27]=2[C:28]=1[C:29](O)=[O:30]. (5) The reactants are: [C:1]([C:3]1[CH:12]=[C:11]2[C:6]([CH:7]=[CH:8][C:9](=[O:30])[N:10]2[CH2:13][CH2:14][N:15]2[CH2:20][CH2:19][CH:18]([NH:21]C(=O)OC(C)(C)C)[CH:17]([F:29])[CH2:16]2)=[CH:5][CH:4]=1)#[N:2].FC(F)(F)C(O)=O.CO.ClCCl. Given the product [NH2:21][CH:18]1[CH2:19][CH2:20][N:15]([CH2:14][CH2:13][N:10]2[C:11]3[C:6](=[CH:5][CH:4]=[C:3]([C:1]#[N:2])[CH:12]=3)[CH:7]=[CH:8][C:9]2=[O:30])[CH2:16][CH:17]1[F:29], predict the reactants needed to synthesize it. (6) The reactants are: [F:1][C:2]([F:18])([F:17])[C:3]1[O:7][N:6]=[C:5]([C:8]2[S:12][C:11]([C:13]([OH:15])=O)=[CH:10][CH:9]=2)[C:4]=1[CH3:16].[NH:19]1[CH2:24][CH2:23][C@H:22]([OH:25])[C@H:21]([OH:26])[CH2:20]1.C1COCC1.CN(C=O)C. Given the product [CH3:16][C:4]1[C:5]([C:8]2[S:12][C:11]([C:13]([N:19]3[CH2:24][CH2:23][C@H:22]([OH:25])[C@H:21]([OH:26])[CH2:20]3)=[O:15])=[CH:10][CH:9]=2)=[N:6][O:7][C:3]=1[C:2]([F:1])([F:18])[F:17], predict the reactants needed to synthesize it. (7) Given the product [CH:1]1([CH2:7][NH:8][C:10]2[CH:15]=[CH:14][C:13]([NH:16][C:17](=[O:19])[CH3:18])=[CH:12][C:11]=2[N+:20]([O-:22])=[O:21])[CH2:6][CH2:5][CH2:4][CH2:3][CH2:2]1, predict the reactants needed to synthesize it. The reactants are: [CH:1]1([CH2:7][NH2:8])[CH2:6][CH2:5][CH2:4][CH2:3][CH2:2]1.F[C:10]1[CH:15]=[CH:14][C:13]([NH:16][C:17](=[O:19])[CH3:18])=[CH:12][C:11]=1[N+:20]([O-:22])=[O:21].C(=O)([O-])[O-].[Na+].[Na+]. (8) The reactants are: C(O)(=O)C.[Br:5][C:6]1[CH:11]=[N:10][CH:9]=[C:8]2[S:12][C:13](C([O-])=O)=[CH:14][C:7]=12. Given the product [Br:5][C:6]1[CH:11]=[N:10][CH:9]=[C:8]2[S:12][CH:13]=[CH:14][C:7]=12, predict the reactants needed to synthesize it.